Dataset: Forward reaction prediction with 1.9M reactions from USPTO patents (1976-2016). Task: Predict the product of the given reaction. (1) Given the reactants [NH2:1][C@@H:2]([C:6]([OH:8])=[O:7])[C@H:3]([CH3:5])[OH:4].C([O-])([O-])=O.[K+].[K+].Br[CH2:16][CH2:17][C:18]1[C:19]([Cl:27])=[C:20]([CH:23]=[CH:24][C:25]=1F)[C:21]#[N:22], predict the reaction product. The product is: [Cl:27][C:19]1[C:18]([CH:17]=[CH2:16])=[C:25]([NH:1][CH:2]([CH:3]([OH:4])[CH3:5])[C:6]([OH:8])=[O:7])[CH:24]=[CH:23][C:20]=1[C:21]#[N:22]. (2) Given the reactants C([NH:8][CH2:9][CH2:10][CH2:11][C:12]1[N:16]=[C:15]([CH2:17][CH2:18][CH2:19][CH3:20])[N:14]([CH2:21][C:22]2[CH:27]=[CH:26][C:25]([C:28]3[CH:33]=[CH:32][CH:31]=[CH:30][C:29]=3[C:34]3[NH:38][N:37]=[N:36][N:35]=3)=[CH:24][CH:23]=2)[N:13]=1)(OC(C)(C)C)=O, predict the reaction product. The product is: [NH2:8][CH2:9][CH2:10][CH2:11][C:12]1[N:16]=[C:15]([CH2:17][CH2:18][CH2:19][CH3:20])[N:14]([CH2:21][C:22]2[CH:27]=[CH:26][C:25]([C:28]3[CH:33]=[CH:32][CH:31]=[CH:30][C:29]=3[C:34]3[NH:38][N:37]=[N:36][N:35]=3)=[CH:24][CH:23]=2)[N:13]=1.